Dataset: Full USPTO retrosynthesis dataset with 1.9M reactions from patents (1976-2016). Task: Predict the reactants needed to synthesize the given product. (1) The reactants are: [F:1][C:2]1[CH:10]=[CH:9][C:5]([C:6]([NH2:8])=[S:7])=[CH:4][CH:3]=1.[Cl:11][CH2:12][C:13]([CH2:15]Cl)=O. Given the product [Cl:11][CH2:12][C:13]1[N:8]=[C:6]([C:5]2[CH:9]=[CH:10][C:2]([F:1])=[CH:3][CH:4]=2)[S:7][CH:15]=1, predict the reactants needed to synthesize it. (2) Given the product [NH2:1][C:4]1[CH:19]=[C:18]([O:20][CH2:21][C:22]2[CH:23]=[CH:24][CH:25]=[CH:26][CH:27]=2)[C:17]([O:28][C@H:29]2[CH2:33][CH2:32][O:31][CH2:30]2)=[CH:16][C:5]=1[C:6]([O:8][CH2:9][C:10]1[CH:15]=[CH:14][CH:13]=[CH:12][CH:11]=1)=[O:7], predict the reactants needed to synthesize it. The reactants are: [N+:1]([C:4]1[CH:19]=[C:18]([O:20][CH2:21][C:22]2[CH:27]=[CH:26][CH:25]=[CH:24][CH:23]=2)[C:17]([O:28][C@H:29]2[CH2:33][CH2:32][O:31][CH2:30]2)=[CH:16][C:5]=1[C:6]([O:8][CH2:9][C:10]1[CH:15]=[CH:14][CH:13]=[CH:12][CH:11]=1)=[O:7])([O-])=O. (3) Given the product [OH:23][C:22]1[CH:21]=[C:20]([CH:28]=[CH:27][C:24]=1[O:25][CH3:26])/[CH:19]=[C:6]1\[CH2:7][O:8][C:9]2[C:4]([C:5]\1=[O:37])=[C:3]([O:2][CH3:1])[C:12]([O:13][CH3:14])=[C:11]([O:15][CH3:16])[CH:10]=2, predict the reactants needed to synthesize it. The reactants are: [CH3:1][O:2][C:3]1[C:12]([O:13][CH3:14])=[C:11]([O:15][CH3:16])[CH:10]=[C:9]2[C:4]=1[CH2:5][CH2:6][C:7](=O)[O:8]2.O=[CH:19][C:20]1[CH:28]=[CH:27][C:24]([O:25][CH3:26])=[C:22]([OH:23])[CH:21]=1.CC1C=CC(S(O)(=O)=[O:37])=CC=1. (4) The reactants are: [F:1][C:2]1[CH:12]=[C:11](F)[C:10]([N+:14]([O-:16])=[O:15])=[CH:9][C:3]=1[C:4]([O:6][CH2:7][CH3:8])=[O:5].[NH3:17].O. Given the product [NH2:17][C:11]1[C:10]([N+:14]([O-:16])=[O:15])=[CH:9][C:3]([C:4]([O:6][CH2:7][CH3:8])=[O:5])=[C:2]([F:1])[CH:12]=1, predict the reactants needed to synthesize it.